Dataset: Experimentally validated miRNA-target interactions with 360,000+ pairs, plus equal number of negative samples. Task: Binary Classification. Given a miRNA mature sequence and a target amino acid sequence, predict their likelihood of interaction. (1) The miRNA is hsa-miR-4253 with sequence AGGGCAUGUCCAGGGGGU. The protein sequence of the target gene is MRGGVLLVLLLCVAAQCRQRGLFPAILNLASNAHISTNATCGEKGPEMFCKLVEHVPGRPVRNPQCRICDGNSANPRERHPISHAIDGTNNWWQSPSIQNGREYHWVTITLDLRQVFQVAYVIIKAANAPRPGNWILERSLDGTTFSPWQYYAVSDSECLSRYNITPRRGPPTYRADDEVICTSYYSRLVPLEHGEIHTSLINGRPSADDLSPKLLEFTSARYIRLRLQRIRTLNADLMTLSHREPKELDPIVTRRYYYSIKDISVGGMCICYGHASSCPWDETTKKLQCQCEHNTCGES.... Result: 0 (no interaction). (2) The miRNA is hsa-miR-337-5p with sequence GAACGGCUUCAUACAGGAGUU. The protein sequence of the target gene is MLMAGQRGAWTMGDVVEKSLEGPLAPSTDEPSQKTGDLVEILNGEKVKFDDAGLSLILQNGLETLRMENALTDVILCVDIQEFSCHRVVLAAASNYFRAMFCNDLKEKYEKRIIIKGVDAETMHTLLDYTYTSKALITKQNVQRVLEAANLFQFLRMVDACASFLTEALNPENCVGILRLADTHSLDSLKKQVQSYIIQNFVQILNSEEFLDLPVDTLHHILKSDDLYVTEEAQVFETVMSWVRHKPSERLCLLPYVLENVRLPLLDPWYFVETVEADPLIRQCPEVFPLLQEARMYHLS.... Result: 0 (no interaction). (3) The miRNA is rno-miR-132-5p with sequence ACCGUGGCUUUCGAUUGUUACU. The protein sequence of the target gene is MATTSTTGSTLLQPLSNAVQLPIDQVNFVVCQLFALLAAVWFRTYLHSSKTSSFIRHVVATLLGLYLAFFCFGWYALHFLVQSGISYCIMIIAGVESMQQCCFVFALGYLSVCQITRVYIFDYGQYSADFSGPMMIITQKITSLAYEIHDGMFRKDEELTPSQRGLAVRRMPSLLEYVSYTCNFMGILAGPLCSYKDYIAFIEGRASHVAQPSENGKDEQHGKADPSPNAAVTEKLLVCGLSLLFHLTISNMLPVEYNIDEHFQATASWPTKATYLYVSLLAARPKYYFAWTLADAINNA.... Result: 0 (no interaction). (4) The miRNA is hsa-miR-1233-3p with sequence UGAGCCCUGUCCUCCCGCAG. The protein sequence of the target gene is MKVLLRLICFIALLISSLEADKCKEREEKIILVSSANEIDVRPCPLNPNEHKGTITWYKDDSKTPVSTEQASRIHQHKEKLWFVPAKVEDSGHYYCVVRNSSYCLRIKISAKFVENEPNLCYNAQAIFKQKLPVAGDGGLVCPYMEFFKNENNELPKLQWYKDCKPLLLDNIHFSGVKDRLIVMNVAEKHRGNYTCHASYTYLGKQYPITRVIEFITLEENKPTRPVIVSPANETMEVDLGSQIQLICNVTGQLSDIAYWKWNGSVIDEDDPVLGEDYYSVENPANKRRSTLITVLNISE.... Result: 0 (no interaction). (5) The miRNA is mmu-miR-691 with sequence AUUCCUGAAGAGAGGCAGAAAA. The protein sequence of the target gene is MTRLRLLLLLGLLLRVAVCSVNTITLCKIGEFKHENLCCLQCSAGTYLRNPCQENHNKSECAPCDSEHFIDHKNRESECFPCSVCRDDQEEVAKCSRTADRVCQCKQGTYCDSENCLERCHTCSSCPDGRVVRKCNATMDTVCDKFDSEPGQSGSQCFCFSKPLGIVVIIAAFIIIIGAVIILILKIICYCKRGENIQLSSTML. Result: 1 (interaction). (6) The miRNA is hsa-miR-525-3p with sequence GAAGGCGCUUCCCUUUAGAGCG. The protein sequence of the target gene is MDRNREAEMELRRGPSPTRAGRGHEVDGDKATCHTCCICGKSFPFQSSLSQHMRKHTGEKPYKCPYCDHRASQKGNLKIHIRSHRTGTLIQGHEPEAGEAPLGEMRASEGLDACASPTKSASACNRLLNGASQADGARVLNGASQADSGRVLLRSSKKGAEGSACAPGEAKAAVQCSFCKSQFERKKDLELHVHQAHKPFKCRLCSYATLREESLLSHIERDHITAQGPGSGEACVENGKPELSPGEFPCEVCGQAFSQTWFLKAHMKKHRGSFDHGCHICGRRFKEPWFLKNHMKAHGP.... Result: 1 (interaction). (7) The miRNA is hsa-miR-190a-3p with sequence CUAUAUAUCAAACAUAUUCCU. The protein sequence of the target gene is MAEGEDVGWWRSWLQQSYQAVKEKSTEALEFMKRDLTEFTQVVQHDTACTIAATASVVKEKLATEGSSGATEKVKKGLSDFLGVISDTFAPSPDKTIDCDVITLMGTPSGTAEPYDGTKARLYSLQSDPATYCNEPDGPPELFDAWLSEFCLEEKKGEISELLVGSPSIRALYTKMVPAAVSHSEFWHRYFYKVHQLEQEQARRDALKQRADQSISEEPGWEEEEEELEGIVPSPKEAKIPKETKTTTSPEDEPAPQSPCEETPVEPPAEATPSESSESISLVTQVANPAAAPEAPELPK.... Result: 0 (no interaction). (8) The miRNA is bta-miR-10a with sequence UACCCUGUAGAUCCGAAUUUGUG. The protein sequence of the target gene is MLDFLAENNLCGQAILRIVSCGNAIIAELLRLSEFIPAVFRLKDRADQQKYGDIIFDFSYFKGPELWESKLDAKPELQDLDEEFRENNIEIVTRFYLAFQSVHKYIVDLNRYLDDLNEGVYIQQTLETVLLNEDGKQLLCEALYLYGVMLLVIDQKIEGEVRERMLVSYYRYSAARSSADSNMDDICKLLRSTGYSSQPGAKRPSNYPESYFQRVPINESFISMVIGRLRSDDIYNQVSAYPLPEHRSTALANQAAMLYVILYFEPSILHTHQAKMREIVDKYFPDNWVISIYMGITVNL.... Result: 0 (no interaction). (9) The miRNA is mmu-miR-125b-1-3p with sequence ACGGGUUAGGCUCUUGGGAGCU. The protein sequence of the target gene is MRTDSGARLEEGHLRPPRALPPVPSQDDIPLSRPKKKKPRTKNTPASASLEGLAQTAGRRPSEGNEPSTKELKEHPEAPVQRRQKKTRLPLELETSSTQKKSSSSSLLRNENGIDAEPAEEAVIQKPRRKTKKTQPAELQYANELGVEDEDIITDEQTTVEQQSVFTAPTGISQPVGKVFVEKSRRFQAADRSELIKTTENIDVSMDVKPSWTTRDVALTVHRAFRMIGLFSHGFLAGCAVWNIVVIYVLAGDQLSNLSNLLQQYKTLAYPFQSLLYLLLALSTISAFDRIDFAKISVAI.... Result: 0 (no interaction). (10) The protein sequence of the target gene is MSGRGKQGGKARAKAKSRSSRAGLQFPVGRVHRLLRKGNYAERVGAGAPVYLAAVLEYLTAEILELAGNAARDNKKTRIIPRHLQLAIRNDEELNKLLGRVTIAQGGVLPNIQAVLLPKKTESHHKAKGK. Result: 0 (no interaction). The miRNA is hsa-miR-4685-5p with sequence CCCAGGGCUUGGAGUGGGGCAAGGUU.